This data is from Forward reaction prediction with 1.9M reactions from USPTO patents (1976-2016). The task is: Predict the product of the given reaction. (1) Given the reactants [Cl:1][C:2]1[C:3]([N+:12]([O-:14])=[O:13])=[C:4]([CH3:11])[C:5]([N+:8]([O-])=O)=[CH:6][CH:7]=1.C1CCCCC=1, predict the reaction product. The product is: [Cl:1][C:2]1[CH:7]=[CH:6][C:5]([NH2:8])=[C:4]([CH3:11])[C:3]=1[N+:12]([O-:14])=[O:13]. (2) Given the reactants [NH2:1][C:2]1[O:3][C@H:4]2[C@@H:6]([C@:7]([C:12]3[CH:13]=[C:14]([NH:19][C:20]([C:22]4[N:27]=[CH:26][C:25]([N:28](C)[C:29](=O)OC(C)(C)C)=[CH:24][N:23]=4)=[O:21])[CH:15]=[CH:16][C:17]=3[F:18])([CH:9]([F:11])[F:10])[N:8]=1)[CH2:5]2.[ClH:37].O, predict the reaction product. The product is: [ClH:37].[ClH:37].[NH2:1][C:2]1[O:3][C@H:4]2[C@@H:6]([C@:7]([C:12]3[CH:13]=[C:14]([NH:19][C:20]([C:22]4[N:27]=[CH:26][C:25]([NH:28][CH3:29])=[CH:24][N:23]=4)=[O:21])[CH:15]=[CH:16][C:17]=3[F:18])([CH:9]([F:11])[F:10])[N:8]=1)[CH2:5]2.